Dataset: Forward reaction prediction with 1.9M reactions from USPTO patents (1976-2016). Task: Predict the product of the given reaction. (1) The product is: [CH2:19]([O:23][C:24]1[CH:29]=[CH:28][C:27]([NH:30][C:31]([N:16]2[CH2:17][CH2:18][N:13]([C:3]3[C:2]([Cl:1])=[CH:12][C:6]([C:7]([O:9][CH2:10][CH3:11])=[O:8])=[CH:5][N:4]=3)[CH2:14][CH2:15]2)=[O:32])=[CH:26][CH:25]=1)[CH2:20][CH2:21][CH3:22]. Given the reactants [Cl:1][C:2]1[C:3]([N:13]2[CH2:18][CH2:17][NH:16][CH2:15][CH2:14]2)=[N:4][CH:5]=[C:6]([CH:12]=1)[C:7]([O:9][CH2:10][CH3:11])=[O:8].[CH2:19]([O:23][C:24]1[CH:29]=[CH:28][C:27]([N:30]=[C:31]=[O:32])=[CH:26][CH:25]=1)[CH2:20][CH2:21][CH3:22], predict the reaction product. (2) Given the reactants [N:1]([CH2:4][C:5]1[CH:10]=[CH:9][C:8]([C:11]2[CH:16]=[CH:15][CH:14]=[CH:13][CH:12]=2)=[CH:7][CH:6]=1)=[N+:2]=[N-:3].[C:17]([O:21][CH3:22])(=[O:20])[C:18]#[CH:19].O=C1O[C@H]([C@H](CO)O)C([O-])=C1O.[Na+].C(OCC)(=O)C, predict the reaction product. The product is: [CH3:22][O:21][C:17]([C:18]1[N:3]=[N:2][N:1]([CH2:4][C:5]2[CH:10]=[CH:9][C:8]([C:11]3[CH:12]=[CH:13][CH:14]=[CH:15][CH:16]=3)=[CH:7][CH:6]=2)[CH:19]=1)=[O:20]. (3) Given the reactants C(OC([N:8]1[CH2:12][C@@H:11]([N:13]2[CH2:18][CH2:17][N:16]([C:19]3[C:28]4[C:23](=[CH:24][CH:25]=[CH:26][CH:27]=4)[N:22]=[C:21]([C:29](=[O:31])[NH2:30])[CH:20]=3)[CH2:15][CH2:14]2)[CH2:10][C@H:9]1[C:32]([N:34]1[CH2:38][CH2:37][S:36][CH2:35]1)=[O:33])=O)(C)(C)C.[ClH:39].Cl.Cl.COC(C1C=C(N2CCN([C@@H]3CN[C@H](C(N4CCSC4)=O)C3)CC2)C2C(=CC=CC=2)N=1)=O, predict the reaction product. The product is: [ClH:39].[ClH:39].[ClH:39].[C:29]([C:21]1[CH:20]=[C:19]([N:16]2[CH2:17][CH2:18][N:13]([C@@H:11]3[CH2:12][NH:8][C@H:9]([C:32]([N:34]4[CH2:38][CH2:37][S:36][CH2:35]4)=[O:33])[CH2:10]3)[CH2:14][CH2:15]2)[C:28]2[C:23](=[CH:24][CH:25]=[CH:26][CH:27]=2)[N:22]=1)(=[O:31])[NH2:30]. (4) Given the reactants [Cl-].[In+3].[Cl-].[Cl-].FC(F)(F)C(O)=O.O[CH:13]([C:19]1[CH:24]=[CH:23][C:22]([C:25]([F:28])([F:27])[F:26])=[CH:21][CH:20]=1)[CH:14]1[CH2:16][CH:15]1[C:17]#[N:18].[CH3:29][S:30]([CH2:33][C:34]1[CH:35]=[CH:36][CH:37]=[C:38]2[C:42]=1[NH:41][CH:40]=[CH:39]2)(=[O:32])=[O:31], predict the reaction product. The product is: [CH3:29][S:30]([CH2:33][C:34]1[CH:35]=[CH:36][CH:37]=[C:38]2[C:42]=1[NH:41][CH:40]=[C:39]2[CH:13]([C:19]1[CH:24]=[CH:23][C:22]([C:25]([F:28])([F:27])[F:26])=[CH:21][CH:20]=1)[CH:14]1[CH2:16][CH:15]1[C:17]#[N:18])(=[O:32])=[O:31]. (5) Given the reactants [NH2:1][C@@H:2]1[CH2:6][CH2:5][N:4]([CH2:7][C:8]2[C:17]([Cl:18])=[C:16]3[C:11]([C:12](=[O:33])[N:13]([CH2:20][C:21]4[CH:26]=[C:25]([Cl:27])[CH:24]=[CH:23][C:22]=4[S:28]([CH2:31][CH3:32])(=[O:30])=[O:29])[C:14](=[O:19])[NH:15]3)=[CH:10][C:9]=2[C:34]([F:37])([F:36])[F:35])[CH2:3]1.C(OC([NH:45][CH2:46][CH2:47][C:48](O)=[O:49])=O)(C)(C)C, predict the reaction product. The product is: [NH2:45][CH2:46][CH2:47][C:48]([NH:1][C@@H:2]1[CH2:6][CH2:5][N:4]([CH2:7][C:8]2[C:17]([Cl:18])=[C:16]3[C:11]([C:12](=[O:33])[N:13]([CH2:20][C:21]4[CH:26]=[C:25]([Cl:27])[CH:24]=[CH:23][C:22]=4[S:28]([CH2:31][CH3:32])(=[O:30])=[O:29])[C:14](=[O:19])[NH:15]3)=[CH:10][C:9]=2[C:34]([F:35])([F:36])[F:37])[CH2:3]1)=[O:49]. (6) Given the reactants [NH2:1][N:2]1[CH:6]=[CH:5][C:4]([Cl:7])=[C:3]1[C:8]([O:10][CH3:11])=[O:9].[C:12]([O:16][C:17]([NH:19][C:20]1([C:23](O)=[O:24])[CH2:22][CH2:21]1)=[O:18])([CH3:15])([CH3:14])[CH3:13].C1C=CC2N(O)N=NC=2C=1.Cl.CN(C)CCCN=C=NCC.CCN(C(C)C)C(C)C, predict the reaction product. The product is: [C:12]([O:16][C:17]([NH:19][C:20]1([C:23]([NH:1][N:2]2[CH:6]=[CH:5][C:4]([Cl:7])=[C:3]2[C:8]([O:10][CH3:11])=[O:9])=[O:24])[CH2:22][CH2:21]1)=[O:18])([CH3:15])([CH3:14])[CH3:13]. (7) Given the reactants [CH3:1][O:2][C:3]1[CH:31]=[C:30]([O:32][CH3:33])[CH:29]=[CH:28][C:4]=1[CH2:5][N:6]1[C:15]2[C:10](=[CH:11][C:12]([F:21])=[C:13]([C:16]3[O:17][CH:18]=[CH:19][CH:20]=3)[N:14]=2)[C:9](=[O:22])[C:8]([C:23]([O:25]CC)=[O:24])=[CH:7]1.O.[OH-].[Li+].Cl, predict the reaction product. The product is: [CH3:1][O:2][C:3]1[CH:31]=[C:30]([O:32][CH3:33])[CH:29]=[CH:28][C:4]=1[CH2:5][N:6]1[C:15]2[C:10](=[CH:11][C:12]([F:21])=[C:13]([C:16]3[O:17][CH:18]=[CH:19][CH:20]=3)[N:14]=2)[C:9](=[O:22])[C:8]([C:23]([OH:25])=[O:24])=[CH:7]1. (8) Given the reactants [NH2:1][CH:2]1[CH2:6][CH2:5][N:4]([C:7]2[CH:15]=[CH:14][C:10]([C:11]([NH2:13])=[O:12])=[C:9]([C:16]3[CH:21]=[CH:20][C:19]([O:22][C:23]4[CH:28]=[CH:27][CH:26]=[CH:25][CH:24]=4)=[CH:18][CH:17]=3)[N:8]=2)[CH2:3]1.C(OC(N1C=C(C2C=C[C:45]([C:48](=[O:50])N)=[C:44](C3C=CC(OC4C=CC=CC=4)=CC=3)N=2)CCC1)=O)(C)(C)C, predict the reaction product. The product is: [C:48]([NH:1][CH:2]1[CH2:6][CH2:5][N:4]([C:7]2[CH:15]=[CH:14][C:10]([C:11]([NH2:13])=[O:12])=[C:9]([C:16]3[CH:21]=[CH:20][C:19]([O:22][C:23]4[CH:28]=[CH:27][CH:26]=[CH:25][CH:24]=4)=[CH:18][CH:17]=3)[N:8]=2)[CH2:3]1)(=[O:50])[CH:45]=[CH2:44]. (9) Given the reactants Cl[C:2]1[C:11]2[C:6](=[C:7]([CH3:12])[CH:8]=[CH:9][CH:10]=2)[CH:5]=[C:4]([NH:13][C:14]2[CH:18]=[C:17]([CH3:19])[NH:16][N:15]=2)[N:3]=1.[CH3:20][OH:21], predict the reaction product. The product is: [CH3:20][O:21][C:2]1[C:11]2[C:6](=[C:7]([CH3:12])[CH:8]=[CH:9][CH:10]=2)[CH:5]=[C:4]([NH:13][C:14]2[CH:18]=[C:17]([CH3:19])[NH:16][N:15]=2)[N:3]=1.